This data is from Catalyst prediction with 721,799 reactions and 888 catalyst types from USPTO. The task is: Predict which catalyst facilitates the given reaction. (1) Reactant: [OH:1][C:2]1[CH:3]=[N:4][CH:5]=[CH:6][CH:7]=1.Cl[CH2:9][CH2:10][OH:11].C([O-])([O-])=O.[K+].[K+]. Product: [N:4]1[CH:5]=[CH:6][CH:7]=[C:2]([O:1][CH2:9][CH2:10][OH:11])[CH:3]=1. The catalyst class is: 3. (2) Reactant: [NH2:1][C:2]1[CH:3]=[C:4]([C:8]2[CH:13]=[CH:12][C:11]([C:14]([O:16][CH3:17])=[O:15])=[C:10]([O:18][CH3:19])[CH:9]=2)[CH:5]=[CH:6][CH:7]=1.C(N(CC)CC)C.[CH3:27][S:28](Cl)(=[O:30])=[O:29].Cl. Product: [CH3:19][O:18][C:10]1[CH:9]=[C:8]([C:4]2[CH:5]=[CH:6][CH:7]=[C:2]([NH:1][S:28]([CH3:27])(=[O:30])=[O:29])[CH:3]=2)[CH:13]=[CH:12][C:11]=1[C:14]([O:16][CH3:17])=[O:15]. The catalyst class is: 34.